From a dataset of Full USPTO retrosynthesis dataset with 1.9M reactions from patents (1976-2016). Predict the reactants needed to synthesize the given product. (1) Given the product [O:1]1[CH2:5][CH2:4][CH:3]([CH:6]2[O:19][CH2:18][C:17]3[C:16]4[C:11](=[CH:12][CH:13]=[CH:14][CH:15]=4)[C:10](=[O:9])[NH:23][C:8]=3[CH2:7]2)[CH2:2]1, predict the reactants needed to synthesize it. The reactants are: [O:1]1[CH2:5][CH2:4][CH:3]([CH:6]2[O:19][CH2:18][C:17]3[C:16]4[CH:15]=[CH:14][CH:13]=[CH:12][C:11]=4[C:10](=O)[O:9][C:8]=3[CH2:7]2)[CH2:2]1.CO.[NH3:23]. (2) Given the product [OH:30][CH2:2][C:3]1[C:11]2[C:6](=[N:7][CH:8]=[C:9]([C:13]#[N:14])[C:10]=2[NH:44][C:43]2[C:35]([CH3:34])=[C:36]3[C:40](=[CH:41][CH:42]=2)[NH:39][CH:38]=[CH:37]3)[S:5][CH:4]=1, predict the reactants needed to synthesize it. The reactants are: Br[CH2:2][C:3]1[C:11]2[C:6](=[N:7][CH:8]=[C:9]([C:13]#[N:14])[C:10]=2Cl)[S:5][CH:4]=1.BrC1C(C#N)=CN=C2SC=C(CBr)C=12.C([O-])([O-])=[O:30].[Ca+2].[CH3:34][C:35]1[C:43]([NH2:44])=[CH:42][CH:41]=[C:40]2[C:36]=1[CH:37]=[CH:38][NH:39]2. (3) Given the product [CH:1](=[C:12]([CH2:13][CH3:14])[CH:11]=[O:15])[C:2]1[CH:7]=[CH:6][CH:5]=[CH:4][CH:3]=1, predict the reactants needed to synthesize it. The reactants are: [CH:1](=O)[C:2]1[CH:7]=[CH:6][CH:5]=[CH:4][CH:3]=1.[OH-].[K+].[CH:11](=[O:15])[CH2:12][CH2:13][CH3:14].Cl. (4) Given the product [C:1]([S:5][C:6]1[C:14]2[C:9](=[CH:10][CH:11]=[C:12]([CH:91]([CH3:93])[CH3:92])[CH:13]=2)[N:8]([CH2:27][C:28]2[CH:29]=[CH:30][C:31]([Cl:34])=[CH:32][CH:33]=2)[C:7]=1[CH2:35][C:36]([CH3:38])([CH3:37])[C:39]([NH:40][CH2:50][CH2:51][N:52]([CH3:71])[CH3:53])=[O:43])([CH3:4])([CH3:2])[CH3:3], predict the reactants needed to synthesize it. The reactants are: [C:1]([S:5][C:6]1[C:14]2[C:9](=[CH:10][CH:11]=[C:12](OCC3C=CC4C(=CC=CC=4)N=3)[CH:13]=2)[N:8]([CH2:27][C:28]2[CH:33]=[CH:32][C:31]([Cl:34])=[CH:30][CH:29]=2)[C:7]=1[CH2:35][C:36]([C:39]1[O:43]C(N)=N[N:40]=1)([CH3:38])[CH3:37])([CH3:4])([CH3:3])[CH3:2].C(S[C:50]1C2[C:53](=CC=C(OCC3C=CC4C(=CC=CC=4)N=3)C=2)[N:52]([CH2:71]C2C=CC(Cl)=CC=2)[C:51]=1CC(C)(C)C(NC1SC=CN=1)=O)(C)(C)C.[C:91](SC1C2C(=CC=C(OCC3C=CC4C(=CC=CC=4)N=3)C=2)N(CC2C=CC(Cl)=CC=2)C=1CC(C)(C)C(NC=O)=O)(C)([CH3:93])[CH3:92].C(SC1C2C(=CC=C(OC(C3C=CC4C(=CC=CC=4)N=3)CC3C=CC(Cl)=CC=3)C=2)NC=1CC(C)(C1N=C(C)ON=1)C)(C)(C)C.C(SC1C2C(=CC=C(OCC3C=CC4C(=CC=CC=4)N=3)C=2)N(CC2C=CC(Cl)=CC=2)C=1CC(C)(C)C(NC1C=NC=CC=1)=O)(C)(C)C.C(SC1C2C(=CC=C(OCC3C=CC4C(=CC=CC=4)N=3)C=2)N(CC2C=CC(Cl)=CC=2)C=1CC(C)(C)C(NC1C=NC=CN=1)=O)(C)(C)C. (5) Given the product [Cl:1][C:2]1[CH:3]=[CH:4][C:5]([C@@H:8]2[CH2:12][C@@H:11]([OH:13])[CH2:10][C@H:9]2[C:14]([N:56]2[CH2:57][CH2:58][C:53]([CH2:59][N:60]3[C:64]([CH3:65])([CH3:66])[CH2:63][O:62][C:61]3=[O:67])([CH:47]3[CH2:48][CH2:49][CH2:50][CH2:51][CH2:52]3)[CH2:54][CH2:55]2)=[O:16])=[CH:6][CH:7]=1, predict the reactants needed to synthesize it. The reactants are: [Cl:1][C:2]1[CH:7]=[CH:6][C:5]([C@@H:8]2[CH2:12][C@@H:11]([OH:13])[CH2:10][C@H:9]2[C:14]([OH:16])=O)=[CH:4][CH:3]=1.Cl.CN(C)CCCN=C=NCC.ON1C2C=CC=CC=2N=N1.CN1CCOCC1.[Cl-].[CH:47]1([C:53]2([CH2:59][N:60]3[C:64]([CH3:66])([CH3:65])[CH2:63][O:62][C:61]3=[O:67])[CH2:58][CH2:57][NH2+:56][CH2:55][CH2:54]2)[CH2:52][CH2:51][CH2:50][CH2:49][CH2:48]1. (6) The reactants are: [CH3:1][C:2]1[C:6]2[C:7](=[O:19])[N:8]([CH2:11][CH2:12][N:13]3[CH2:18][CH2:17][CH2:16][CH2:15][CH2:14]3)[CH2:9][CH2:10][C:5]=2[NH:4][C:3]=1[CH:20]=O.[O:22]=[C:23]1[CH2:31][C:30]2[C:25](=[CH:26][CH:27]=[C:28]([NH:32][CH:33]=[O:34])[CH:29]=2)[NH:24]1. Given the product [CH3:1][C:2]1[C:6]2[C:7](=[O:19])[N:8]([CH2:11][CH2:12][N:13]3[CH2:14][CH2:15][CH2:16][CH2:17][CH2:18]3)[CH2:9][CH2:10][C:5]=2[NH:4][C:3]=1[CH:20]=[C:31]1[C:30]2[C:25](=[CH:26][CH:27]=[C:28]([NH:32][CH:33]=[O:34])[CH:29]=2)[NH:24][C:23]1=[O:22], predict the reactants needed to synthesize it. (7) Given the product [S:1]1[CH2:5][CH2:4][C@H:3]([CH2:6][CH2:7][CH2:8][CH2:9][C:10]([NH:16][CH2:13][C:14]#[CH:15])=[O:12])[S:2]1, predict the reactants needed to synthesize it. The reactants are: [S:1]1[CH2:5][CH2:4][C@H:3]([CH2:6][CH2:7][CH2:8][CH2:9][C:10]([OH:12])=O)[S:2]1.[CH2:13]([NH2:16])[C:14]#[CH:15].